Dataset: Catalyst prediction with 721,799 reactions and 888 catalyst types from USPTO. Task: Predict which catalyst facilitates the given reaction. (1) Reactant: CN(/[CH:4]=[C:5](/[C:10](=O)[CH3:11])\[C:6]([O:8][CH3:9])=[O:7])C.Cl.Cl.[CH2:15]([NH:22][NH2:23])[C:16]1[CH:21]=[CH:20][CH:19]=[CH:18][CH:17]=1. Product: [CH2:15]([N:22]1[CH:4]=[C:5]([C:6]([O:8][CH3:9])=[O:7])[C:10]([CH3:11])=[N:23]1)[C:16]1[CH:21]=[CH:20][CH:19]=[CH:18][CH:17]=1. The catalyst class is: 8. (2) Reactant: [CH3:1][O:2][CH2:3][N:4]1[C:9]2[CH:10]=[C:11]([CH:14]([C:16]3[CH:21]=[CH:20][CH:19]=[C:18]([Br:22])[N:17]=3)[OH:15])[CH:12]=[CH:13][C:8]=2[S:7][C:6]2[N:23]=[CH:24][CH:25]=[N:26][C:5]1=2.[Si:27](N(C)C(=O)C(F)(F)F)([C:30]([CH3:33])([CH3:32])[CH3:31])([CH3:29])[CH3:28]. Product: [Br:22][C:18]1[N:17]=[C:16]([CH:14]([O:15][Si:27]([C:30]([CH3:33])([CH3:32])[CH3:31])([CH3:29])[CH3:28])[C:11]2[CH:12]=[CH:13][C:8]3[S:7][C:6]4[N:23]=[CH:24][CH:25]=[N:26][C:5]=4[N:4]([CH2:3][O:2][CH3:1])[C:9]=3[CH:10]=2)[CH:21]=[CH:20][CH:19]=1. The catalyst class is: 10. (3) Reactant: [C:1](N1C=CC=CC1=O)(N1C=CC=CC1=O)=[S:2].[NH2:17][C:18]1[C:19]([Cl:36])=[C:20]([CH:32]=[CH:33][C:34]=1[Cl:35])[CH2:21][NH:22][C:23](=[O:31])[C:24]([CH3:30])([C:26]([F:29])([F:28])[F:27])[CH3:25]. Product: [Cl:36][C:19]1[C:18]([N:17]=[C:1]=[S:2])=[C:34]([Cl:35])[CH:33]=[CH:32][C:20]=1[CH2:21][NH:22][C:23](=[O:31])[C:24]([CH3:30])([C:26]([F:27])([F:28])[F:29])[CH3:25]. The catalyst class is: 127. (4) Reactant: [H-].[H-].[H-].[H-].[Li+].[Al+3].[CH2:7](C(C1C=CC(OCC(OCC)=O)=CC=1)=C(C1C=CC(O)=CC=1)C1C=CC(O)=CC=1)C.[CH2:38]([C:40]([C:58]1[CH:63]=[CH:62][C:61]([O:64][CH2:65][C:66](OCC)=[O:67])=[CH:60][CH:59]=1)=[C:41]([C:50]1[CH:55]=[CH:54][C:53]([O:56][CH3:57])=[CH:52][CH:51]=1)[C:42]1[CH:47]=[CH:46][C:45]([O:48][CH3:49])=[CH:44][CH:43]=1)[CH3:39]. Product: [CH3:49][O:48][C:45]1[CH:46]=[CH:47][C:42]([C:41]([C:50]2[CH:51]=[CH:52][C:53]([O:56][CH3:57])=[CH:54][CH:55]=2)=[C:40]([C:58]2[CH:59]=[CH:60][C:61]([O:64][CH2:65][CH2:66][OH:67])=[CH:62][CH:63]=2)[CH2:38][CH2:39][CH3:7])=[CH:43][CH:44]=1. The catalyst class is: 1. (5) Reactant: [NH:1]1[CH2:4][CH2:3][C@H:2]1[CH2:5][O:6][C:7]1[CH:8]=[N:9][CH:10]=[C:11]([C:13]2[CH:18]=[CH:17][CH:16]=[C:15]([CH2:19][C@@H:20]([O:28][CH3:29])[CH2:21][C:22]3[CH:27]=[CH:26][CH:25]=[CH:24][CH:23]=3)[CH:14]=2)[CH:12]=1.[ClH:30]. Product: [ClH:30].[NH:1]1[CH2:4][CH2:3][C@H:2]1[CH2:5][O:6][C:7]1[CH:8]=[N:9][CH:10]=[C:11]([C:13]2[CH:18]=[CH:17][CH:16]=[C:15]([CH2:19][C@@H:20]([O:28][CH3:29])[CH2:21][C:22]3[CH:27]=[CH:26][CH:25]=[CH:24][CH:23]=3)[CH:14]=2)[CH:12]=1. The catalyst class is: 5. (6) Reactant: [Br:1][C:2]1[CH:11]=[C:10]([Br:12])[C:9]([OH:13])=[C:8]2[C:3]=1[CH:4]=[CH:5][CH:6]=[N:7]2.Br[CH2:15][CH2:16][OH:17].CN(C)C=O. Product: [Br:1][C:2]1[CH:11]=[C:10]([Br:12])[C:9]([O:13][CH2:15][CH2:16][OH:17])=[C:8]2[C:3]=1[CH:4]=[CH:5][CH:6]=[N:7]2. The catalyst class is: 6.